Task: Predict which catalyst facilitates the given reaction.. Dataset: Catalyst prediction with 721,799 reactions and 888 catalyst types from USPTO (1) Reactant: [Br:1][C:2]1[CH:7]=[CH:6][C:5]([C:8]2[N:9]=[C:10]([C:23]3[CH:28]=[CH:27][C:26]([F:29])=[CH:25][CH:24]=3)[O:11][C:12]=2[C@@H:13]2[CH2:18][CH2:17][CH2:16][CH2:15][C@H:14]2[C:19]([O:21]C)=[O:20])=[CH:4][CH:3]=1.[OH-].[Na+].Cl. Product: [Br:1][C:2]1[CH:7]=[CH:6][C:5]([C:8]2[N:9]=[C:10]([C:23]3[CH:24]=[CH:25][C:26]([F:29])=[CH:27][CH:28]=3)[O:11][C:12]=2[C@@H:13]2[CH2:18][CH2:17][CH2:16][CH2:15][C@H:14]2[C:19]([OH:21])=[O:20])=[CH:4][CH:3]=1. The catalyst class is: 92. (2) Reactant: [CH3:1][O:2][C:3]1[CH:12]=[CH:11][C:6]([C:7]([O:9][CH3:10])=[O:8])=[CH:5][C:4]=1[O:13][C:14]1[CH:19]=[CH:18][C:17]([N+:20]([O-])=O)=[CH:16][N:15]=1.Cl. Product: [NH2:20][C:17]1[CH:18]=[CH:19][C:14]([O:13][C:4]2[CH:5]=[C:6]([CH:11]=[CH:12][C:3]=2[O:2][CH3:1])[C:7]([O:9][CH3:10])=[O:8])=[N:15][CH:16]=1. The catalyst class is: 186. (3) Product: [F:1][C:2]1[C:3]([NH:20][C:21]2[CH:26]=[CH:25][CH:24]=[CH:23][C:22]=2[C:27]([NH:29][CH:30]([CH3:32])[CH3:31])=[O:28])=[N:4][C:5]([NH:8][C:9]2[CH:10]=[CH:11][C:12]([CH2:13][OH:14])=[CH:18][CH:19]=2)=[N:6][CH:7]=1. Reactant: [F:1][C:2]1[C:3]([NH:20][C:21]2[CH:26]=[CH:25][CH:24]=[CH:23][C:22]=2[C:27]([NH:29][CH:30]([CH3:32])[CH3:31])=[O:28])=[N:4][C:5]([NH:8][C:9]2[CH:19]=[CH:18][C:12]([C:13](OCC)=[O:14])=[CH:11][CH:10]=2)=[N:6][CH:7]=1.[H-].[H-].[H-].[H-].[Li+].[Al+3]. The catalyst class is: 1. (4) Reactant: [CH:1]1[C:2]([C:10]([O:12][CH2:13][CH3:14])=[O:11])=[CH:3][N:4]2[C:9]=1[CH:8]=[CH:7][CH:6]=[CH:5]2.[I:15]N1C(=O)CCC1=O. Product: [I:15][C:3]1[N:4]2[C:9]([CH:8]=[CH:7][CH:6]=[CH:5]2)=[CH:1][C:2]=1[C:10]([O:12][CH2:13][CH3:14])=[O:11]. The catalyst class is: 496. (5) The catalyst class is: 6. Reactant: [NH2:1][CH2:2][CH2:3][CH:4]1[C:12]2[C:7](=[CH:8][CH:9]=[CH:10][CH:11]=2)[N:6]([CH3:13])[C:5]1=[O:14].CCN(C(C)C)C(C)C.[C:24]([C:26]1[C:27]([NH:36][C@@H:37]2[CH2:40][C@H:39]([C:41]([NH2:43])=[O:42])[C:38]2([CH3:45])[CH3:44])=[N:28][C:29](S(C)(=O)=O)=[N:30][CH:31]=1)#[N:25]. Product: [C:24]([C:26]1[C:27]([NH:36][C@@H:37]2[CH2:40][C@H:39]([C:41]([NH2:43])=[O:42])[C:38]2([CH3:45])[CH3:44])=[N:28][C:29]([NH:1][CH2:2][CH2:3][CH:4]2[C:12]3[C:7](=[CH:8][CH:9]=[CH:10][CH:11]=3)[N:6]([CH3:13])[C:5]2=[O:14])=[N:30][CH:31]=1)#[N:25]. (6) Reactant: [H][H].[C:3]([NH:6][CH2:7][CH2:8][CH2:9][S:10]([O:13][CH2:14][C:15]([CH3:27])([CH3:26])[C:16]([O:18]CC1C=CC=CC=1)=[O:17])(=[O:12])=[O:11])(=[O:5])[CH3:4]. Product: [C:3]([NH:6][CH2:7][CH2:8][CH2:9][S:10]([O:13][CH2:14][C:15]([CH3:27])([CH3:26])[C:16]([OH:18])=[O:17])(=[O:11])=[O:12])(=[O:5])[CH3:4]. The catalyst class is: 63. (7) Reactant: C[O:2][C:3](=[O:23])[C:4]1[CH:9]=[CH:8][CH:7]=[C:6]([F:10])[C:5]=1[CH2:11][CH2:12][C:13]1[C:21]2[O:20][CH:19]=[CH:18][C:17]=2[CH:16]=[C:15](Br)[CH:14]=1.[C:24]([Cu])#[N:25]. Product: [C:24]([C:15]1[CH:14]=[C:13]([CH2:12][CH2:11][C:5]2[C:6]([F:10])=[CH:7][CH:8]=[CH:9][C:4]=2[C:3]([OH:2])=[O:23])[C:21]2[O:20][CH:19]=[CH:18][C:17]=2[CH:16]=1)#[N:25]. The catalyst class is: 31.